This data is from Forward reaction prediction with 1.9M reactions from USPTO patents (1976-2016). The task is: Predict the product of the given reaction. (1) Given the reactants [CH3:1][S:2][CH2:3][C:4]1[CH:12]=[CH:11][C:7]([C:8]([OH:10])=O)=[C:6]([O:13][CH2:14][CH2:15][CH2:16][NH:17][C:18]([O:20][C:21]([CH3:24])([CH3:23])[CH3:22])=[O:19])[CH:5]=1.[NH2:25][C:26]1[C:27]([C:33]([NH:35][C:36]2[CH:41]=[CH:40][C:39]([Cl:42])=[CH:38][N:37]=2)=[O:34])=[N:28][C:29]([CH3:32])=[CH:30][CH:31]=1, predict the reaction product. The product is: [CH3:1][S:2][CH2:3][C:4]1[CH:12]=[CH:11][C:7]([C:8]([NH:25][C:26]2[C:27]([C:33]([NH:35][C:36]3[CH:41]=[CH:40][C:39]([Cl:42])=[CH:38][N:37]=3)=[O:34])=[N:28][C:29]([CH3:32])=[CH:30][CH:31]=2)=[O:10])=[C:6]([O:13][CH2:14][CH2:15][CH2:16][NH:17][C:18]([O:20][C:21]([CH3:24])([CH3:23])[CH3:22])=[O:19])[CH:5]=1. (2) Given the reactants [CH:1]([C:3]1[CH:4]=[C:5]([CH:13]=[CH:14][CH:15]=1)[O:6][CH2:7][C:8]([O:10][CH2:11][CH3:12])=[O:9])=O.[N:16]1([CH2:22][CH2:23][NH2:24])[CH2:21][CH2:20][CH2:19][CH2:18][CH2:17]1.CC(O)=O.[BH3-]C#N.[Na+], predict the reaction product. The product is: [N:16]1([CH2:22][CH2:23][NH:24][CH2:1][C:3]2[CH:4]=[C:5]([CH:13]=[CH:14][CH:15]=2)[O:6][CH2:7][C:8]([O:10][CH2:11][CH3:12])=[O:9])[CH2:21][CH2:20][CH2:19][CH2:18][CH2:17]1.